From a dataset of Catalyst prediction with 721,799 reactions and 888 catalyst types from USPTO. Predict which catalyst facilitates the given reaction. (1) Reactant: [Br:1][C:2]1[CH:3]=[C:4]2[CH:10]=[CH:9][NH:8][C:5]2=[N:6][CH:7]=1.[Cl-].[Al+3].[Cl-].[Cl-].[C:15](Cl)(=[O:17])[CH3:16].CO. Product: [Br:1][C:2]1[CH:3]=[C:4]2[C:10]([C:15](=[O:17])[CH3:16])=[CH:9][NH:8][C:5]2=[N:6][CH:7]=1. The catalyst class is: 4. (2) Reactant: [O:1]1[CH2:6][CH2:5][CH2:4][CH2:3][CH:2]1[O:7][C:8]1[CH:20]=[CH:19][C:11]([O:12]C2CCCCO2)=[CH:10][CH:9]=1.[O:21]1[CH:26]=[CH:25][CH2:24][CH2:23][CH2:22]1.C1(C)C=CC(S([O-])(=O)=O)=CC=1.[NH+]1C=CC=CC=1.C1(C=CC(O)=CC=1)O. Product: [C:8]1([CH:20]=[CH:19][C:11]([OH:12])=[CH:10][CH:9]=1)[OH:7].[O:1]1[CH2:6][CH2:5][CH2:4][CH2:3][CH2:2]1.[O:21]1[CH2:26][CH2:25][CH2:24][CH2:23][CH2:22]1. The catalyst class is: 2. (3) Reactant: C(O)(C(F)(F)F)=O.[O:8]1[C:12]([C:13]([C:20]2[CH:25]=[CH:24][C:23]([O:26]C3CCCCO3)=[CH:22][CH:21]=2)=[CH:14][C:15]([O:17][CH2:18][CH3:19])=[O:16])=[CH:11][N:10]=[CH:9]1.C([O-])(O)=O.[Na+]. Product: [OH:26][C:23]1[CH:24]=[CH:25][C:20]([CH:13]([C:12]2[O:8][CH:9]=[N:10][CH:11]=2)[CH2:14][C:15]([O:17][CH2:18][CH3:19])=[O:16])=[CH:21][CH:22]=1. The catalyst class is: 707. (4) Reactant: [CH2:1]([O:3][C:4](=[O:42])[CH2:5][C:6]([N:8]([CH2:28][CH2:29][N:30]([CH3:41])[C:31]([O:33][CH2:34][C:35]1[CH:40]=[CH:39][CH:38]=[CH:37][CH:36]=1)=[O:32])[C:9]1[C:10]([C:23]([O:25]CC)=O)=[N:11][CH:12]=[C:13]([CH2:15][C:16]2[CH:21]=[CH:20][C:19]([F:22])=[CH:18][CH:17]=2)[CH:14]=1)=[O:7])[CH3:2].C1CCN2C(=NCCC2)CC1.OS([O-])(=O)=O.[Na+]. Product: [F:22][C:19]1[CH:18]=[CH:17][C:16]([CH2:15][C:13]2[CH:14]=[C:9]3[C:10]([C:23]([OH:25])=[C:5]([C:4]([O:3][CH2:1][CH3:2])=[O:42])[C:6](=[O:7])[N:8]3[CH2:28][CH2:29][N:30]([CH3:41])[C:31]([O:33][CH2:34][C:35]3[CH:36]=[CH:37][CH:38]=[CH:39][CH:40]=3)=[O:32])=[N:11][CH:12]=2)=[CH:21][CH:20]=1. The catalyst class is: 88. (5) Reactant: CC1C=CC(S(O[CH2:12][C@:13]23[CH2:19][C@H:18]2[C@:17]([C:22]2[CH:27]=[C:26]([Br:28])[CH:25]=[CH:24][C:23]=2[F:29])([CH2:20][F:21])[N:16]=[C:15]([N:30]([C:39]([O:41][C:42]([CH3:45])([CH3:44])[CH3:43])=[O:40])[CH2:31][O:32][CH2:33][CH2:34][Si:35]([CH3:38])([CH3:37])[CH3:36])[S:14]3)(=O)=O)=CC=1.[N-:46]=[N+:47]=[N-:48].[Na+]. Product: [C:42]([O:41][C:39](=[O:40])[N:30]([C:15]1[S:14][C@:13]2([CH2:12][N:46]=[N+:47]=[N-:48])[C@H:18]([C@:17]([C:22]3[CH:27]=[C:26]([Br:28])[CH:25]=[CH:24][C:23]=3[F:29])([CH2:20][F:21])[N:16]=1)[CH2:19]2)[CH2:31][O:32][CH2:33][CH2:34][Si:35]([CH3:36])([CH3:38])[CH3:37])([CH3:45])([CH3:43])[CH3:44]. The catalyst class is: 16.